Dataset: Full USPTO retrosynthesis dataset with 1.9M reactions from patents (1976-2016). Task: Predict the reactants needed to synthesize the given product. (1) Given the product [OH:15][C:2]1[CH:13]=[CH:12][C:5]2[CH2:6][CH2:7][CH2:8][CH2:9][C:10](=[O:11])[C:4]=2[CH:3]=1, predict the reactants needed to synthesize it. The reactants are: N[C:2]1[CH:13]=[CH:12][C:5]2[CH2:6][CH2:7][CH2:8][CH2:9][C:10](=[O:11])[C:4]=2[CH:3]=1.N([O-])=[O:15].[Na+].S([O-])([O-])=O.[Na+].[Na+].C1(C)C=CC=CC=1. (2) Given the product [O:36]1[C:37]2[CH:42]=[CH:41][C:40]([NH:43][C:2]3[C:11]4=[N:12][NH:13][CH:14]=[C:10]4[C:9]4[CH:8]=[CH:7][C:6]([O:24][CH3:25])=[CH:5][C:4]=4[N:3]=3)=[CH:39][C:38]=2[NH:33][CH2:34][CH2:35]1, predict the reactants needed to synthesize it. The reactants are: Cl[C:2]1[C:11]2=[N:12][N:13](CC3C=CC(OC)=CC=3)[CH:14]=[C:10]2[C:9]2[CH:8]=[CH:7][C:6]([O:24][CH3:25])=[CH:5][C:4]=2[N:3]=1.C(OC([N:33]1[C:38]2[CH:39]=[C:40]([NH2:43])[CH:41]=[CH:42][C:37]=2[O:36][CH2:35][CH2:34]1)=O)(C)(C)C.Cl. (3) Given the product [CH3:25][S:22]([C:20]1[CH:19]=[CH:18][C:16]2[N:17]=[C:13]([NH:12][C:10]3[N:9]([CH3:26])[C:8]4[CH:27]=[CH:28][C:5]([C:3]([OH:4])=[O:2])=[CH:6][C:7]=4[N:11]=3)[S:14][C:15]=2[CH:21]=1)(=[O:23])=[O:24], predict the reactants needed to synthesize it. The reactants are: C[O:2][C:3]([C:5]1[CH:28]=[CH:27][C:8]2[N:9]([CH3:26])[C:10]([NH:12][C:13]3[S:14][C:15]4[CH:21]=[C:20]([S:22]([CH3:25])(=[O:24])=[O:23])[CH:19]=[CH:18][C:16]=4[N:17]=3)=[N:11][C:7]=2[CH:6]=1)=[O:4].[Li+].[OH-]. (4) Given the product [NH3:1].[CH3:11][OH:12].[N:1]1[C:10]2[C:5](=[CH:6][CH:7]=[CH:8][CH:9]=2)[C:4]([C:11]([C:13]2[N:14]=[CH:15][N:16]([C:18]([C:31]3[CH:32]=[CH:33][CH:34]=[CH:35][CH:36]=3)([C:25]3[CH:26]=[CH:27][CH:28]=[CH:29][CH:30]=3)[C:19]3[CH:24]=[CH:23][CH:22]=[CH:21][CH:20]=3)[CH:17]=2)([OH:12])[CH3:37])=[CH:3][CH:2]=1, predict the reactants needed to synthesize it. The reactants are: [N:1]1[C:10]2[C:5](=[CH:6][CH:7]=[CH:8][CH:9]=2)[C:4]([C:11]([C:13]2[N:14]=[CH:15][N:16]([C:18]([C:31]3[CH:36]=[CH:35][CH:34]=[CH:33][CH:32]=3)([C:25]3[CH:30]=[CH:29][CH:28]=[CH:27][CH:26]=3)[C:19]3[CH:24]=[CH:23][CH:22]=[CH:21][CH:20]=3)[CH:17]=2)=[O:12])=[CH:3][CH:2]=1.[CH3:37][Mg+].[Br-]. (5) Given the product [C:1]1([C:7]#[C:8][C:15]2[CH:16]=[CH:17][C:12]([C:11]([O:10][CH3:9])=[O:19])=[CH:13][CH:14]=2)[CH:6]=[CH:5][CH:4]=[CH:3][CH:2]=1, predict the reactants needed to synthesize it. The reactants are: [C:1]1([C:7]#[CH:8])[CH:6]=[CH:5][CH:4]=[CH:3][CH:2]=1.[CH3:9][O:10][C:11](=[O:19])[C:12]1[CH:17]=[CH:16][C:15](I)=[CH:14][CH:13]=1.CCN(CC)CC.